This data is from Reaction yield outcomes from USPTO patents with 853,638 reactions. The task is: Predict the reaction yield, written as a fraction of the theoretical maximum amount of product (1.0 means a 100% yield; for example, 0.34 means a 34% yield). The reactants are [CH:1]1([CH2:4][C:5]#[N:6])[CH2:3][CH2:2]1.[Li]CCCC.[O:12]=[C:13]1[CH2:18][CH2:17][N:16]([C:19]2[CH:24]=[CH:23][C:22]([N:25]3[CH2:29][C@H:28]([CH2:30][NH:31][C:32](=[O:34])[CH3:33])[O:27][C:26]3=[O:35])=[CH:21][C:20]=2[F:36])[CH2:15][CH2:14]1. The catalyst is O1CCCC1. The product is [CH:1]1([CH:4]([C:13]2([OH:12])[CH2:14][CH2:15][N:16]([C:19]3[CH:24]=[CH:23][C:22]([N:25]4[CH2:29][C@H:28]([CH2:30][NH:31][C:32](=[O:34])[CH3:33])[O:27][C:26]4=[O:35])=[CH:21][C:20]=3[F:36])[CH2:17][CH2:18]2)[C:5]#[N:6])[CH2:3][CH2:2]1. The yield is 0.640.